This data is from Catalyst prediction with 721,799 reactions and 888 catalyst types from USPTO. The task is: Predict which catalyst facilitates the given reaction. (1) Reactant: [CH2:1]([C:8]1[O:12][N:11]=[C:10]([CH2:13][S:14][C:15]2[CH:30]=[CH:29][C:18]([CH2:19][CH2:20][NH:21][C:22](=[O:28])[O:23][C:24]([CH3:27])([CH3:26])[CH3:25])=[CH:17][CH:16]=2)[N:9]=1)[C:2]1[CH:7]=[CH:6][CH:5]=[CH:4][CH:3]=1.C1C=C(Cl)C=C(C(OO)=[O:39])C=1. Product: [CH2:1]([C:8]1[O:12][N:11]=[C:10]([CH2:13][S:14]([C:15]2[CH:16]=[CH:17][C:18]([CH2:19][CH2:20][NH:21][C:22](=[O:28])[O:23][C:24]([CH3:26])([CH3:27])[CH3:25])=[CH:29][CH:30]=2)=[O:39])[N:9]=1)[C:2]1[CH:3]=[CH:4][CH:5]=[CH:6][CH:7]=1. The catalyst class is: 4. (2) Reactant: [CH2:1]([O:3][C:4]([C@@H:6]1[CH2:11][CH2:10][C@H:9]([O:12][C:13]2[CH:28]=[CH:27][C:16]([C:17]([O:19][CH2:20][C:21]3[CH:26]=[CH:25][CH:24]=[CH:23][CH:22]=3)=[O:18])=[C:15]([OH:29])[CH:14]=2)[CH2:8][CH2:7]1)=[O:5])[CH3:2].IC.[C:32](=O)([O-])[O-].[K+].[K+].CN(C=O)C. Product: [CH2:1]([O:3][C:4]([C@@H:6]1[CH2:7][CH2:8][C@H:9]([O:12][C:13]2[CH:28]=[CH:27][C:16]([C:17]([O:19][CH2:20][C:21]3[CH:22]=[CH:23][CH:24]=[CH:25][CH:26]=3)=[O:18])=[C:15]([O:29][CH3:32])[CH:14]=2)[CH2:10][CH2:11]1)=[O:5])[CH3:2]. The catalyst class is: 6.